Dataset: Full USPTO retrosynthesis dataset with 1.9M reactions from patents (1976-2016). Task: Predict the reactants needed to synthesize the given product. (1) Given the product [C:1]([O:5][C:6]([N:8]1[CH2:12][CH2:11][CH2:10][C@H:9]1[C:13]1[O:24][CH2:16][C@@H:15]([C:18]2[CH:23]=[CH:22][CH:21]=[CH:20][CH:19]=2)[N:14]=1)=[O:7])([CH3:4])([CH3:2])[CH3:3], predict the reactants needed to synthesize it. The reactants are: [C:1]([O:5][C:6]([N:8]1[CH2:12][CH2:11][CH2:10][C@H:9]1[C:13](=[O:24])[NH:14][C@H:15]([C:18]1[CH:23]=[CH:22][CH:21]=[CH:20][CH:19]=1)[CH2:16]O)=[O:7])([CH3:4])([CH3:3])[CH3:2]. (2) Given the product [F:1][C:2]1[CH:10]=[C:9]2[C:5]([C:6]([CH3:11])=[N:7][NH:8]2)=[CH:4][C:3]=1[CH:12]1[C:28]([C:29]#[N:30])=[C:27]([CH2:26][CH2:25][C:24]([F:33])([F:32])[F:23])[NH:14][C:15]([C:19]([F:22])([F:21])[F:20])=[C:16]1[C:17]#[N:18], predict the reactants needed to synthesize it. The reactants are: [F:1][C:2]1[CH:10]=[C:9]2[C:5]([C:6]([CH3:11])=[N:7][NH:8]2)=[CH:4][C:3]=1[CH:12]=O.[NH2:14][C:15]([C:19]([F:22])([F:21])[F:20])=[CH:16][C:17]#[N:18].[F:23][C:24]([F:33])([F:32])[CH2:25][CH2:26][C:27](=O)[CH2:28][C:29]#[N:30].